Predict the reaction yield, written as a fraction of the theoretical maximum amount of product (1.0 means a 100% yield; for example, 0.34 means a 34% yield). From a dataset of Reaction yield outcomes from USPTO patents with 853,638 reactions. (1) The reactants are [OH:1][C:2]1[CH:14]=[CH:13][C:12]2[C:11]3[C:6](=[CH:7][CH:8]=[CH:9][CH:10]=3)[C:5](=[O:15])[C:4]=2[CH:3]=1.[N:16]12[CH2:23][CH2:22][CH:19]([CH2:20][CH2:21]1)[C@@H:18](O)[CH2:17]2.C1(P(C2C=CC=CC=2)C2C=CC=CC=2)C=CC=CC=1.CCOC(/N=N/C(OCC)=O)=O. The catalyst is C1COCC1. The product is [N:16]12[CH2:23][CH2:22][CH:19]([CH2:20][CH2:21]1)[C@H:18]([O:1][C:2]1[CH:14]=[CH:13][C:12]3[C:11]4[C:6](=[CH:7][CH:8]=[CH:9][CH:10]=4)[C:5](=[O:15])[C:4]=3[CH:3]=1)[CH2:17]2. The yield is 0.340. (2) The reactants are Cl[C:2]1[N:7]=[C:6]([NH:8][CH2:9][C:10]2[CH:15]=[CH:14][C:13]([O:16][CH3:17])=[C:12]([O:18][CH3:19])[CH:11]=2)[N:5]2[N:20]=[C:21]([C:23]3[O:24][CH:25]=[CH:26][CH:27]=3)[N:22]=[C:4]2[CH:3]=1.[CH:28]([C:30]1[CH:35]=[CH:34][CH:33]=[CH:32][C:31]=1OB(O)O)=[O:29].C(=O)([O-])[O-].[Na+].[Na+].CCCCCC. The catalyst is C1COCC1.[Cl-].[Na+].O.C(OCC)(=O)C. The product is [CH3:19][O:18][C:12]1[CH:11]=[C:10]([CH:15]=[CH:14][C:13]=1[O:16][CH3:17])[CH2:9][NH:8][C:6]1[N:5]2[N:20]=[C:21]([C:23]3[O:24][CH:25]=[CH:26][CH:27]=3)[N:22]=[C:4]2[CH:3]=[C:2]([C:31]2[CH:32]=[CH:33][CH:34]=[CH:35][C:30]=2[CH:28]=[O:29])[N:7]=1. The yield is 0.840. (3) The reactants are [NH2:1][C:2]1[N:7]=[CH:6][C:5](/[CH:8]=[CH:9]/[C:10]([N:12]([CH2:14][C:15]2[S:19][C:18]3[CH:20]=[CH:21][CH:22]=[C:23]([F:24])[C:17]=3[C:16]=2[Cl:25])[CH3:13])=[O:11])=[CH:4][CH:3]=1.Cl. The product is [ClH:25].[NH2:1][C:2]1[N:7]=[CH:6][C:5](/[CH:8]=[CH:9]/[C:10]([N:12]([CH2:14][C:15]2[S:19][C:18]3[CH:20]=[CH:21][CH:22]=[C:23]([F:24])[C:17]=3[C:16]=2[Cl:25])[CH3:13])=[O:11])=[CH:4][CH:3]=1. The catalyst is C(Cl)Cl.CCOCC. The yield is 0.980. (4) The reactants are [CH3:1][O:2][C:3]1[CH:4]=[C:5]2[C:9](=[CH:10][CH:11]=1)[NH:8][C:7](=[O:12])[C:6]2=[CH:13][C:14]1[CH:22]=[C:21]2[C:17]([C:18](/[CH:23]=[CH:24]/[C:25]3[CH:26]=[N:27][C:28]([N:31]4[CH2:36][CH2:35][N:34]([CH3:37])[CH2:33][CH2:32]4)=[CH:29][CH:30]=3)=[N:19][NH:20]2)=[CH:16][CH:15]=1.[CH3:38]CN(CC)CC.CCOCC.C(Cl)Cl. The catalyst is C(Cl)(Cl)Cl.CO. The product is [CH3:1][O:2][C:3]1[CH:4]=[C:5]2[C:9](=[CH:10][CH:11]=1)[NH:8][C:7](=[O:12])[C@@:6]12[CH2:38][C@@H:13]1[C:14]1[CH:22]=[C:21]2[C:17]([C:18](/[CH:23]=[CH:24]/[C:25]3[CH:26]=[N:27][C:28]([N:31]4[CH2:36][CH2:35][N:34]([CH3:37])[CH2:33][CH2:32]4)=[CH:29][CH:30]=3)=[N:19][NH:20]2)=[CH:16][CH:15]=1. The yield is 0.0400. (5) The reactants are [CH3:1][O:2][C:3]([C@H:5]1[N:9]2[C:10](=[O:33])[C:11]([CH2:31][NH2:32])=[C:12]([CH2:20]C3C4C(=CC=CC=4)C=CC=3)[C:13]([C:14]3[CH:19]=[CH:18][CH:17]=[CH:16][CH:15]=3)=[C:8]2[S:7][CH2:6]1)=[O:4].COC([C@H]1N2C(=O)C(C#N)=C(CC3C4C(=CC=CC=4)C=CC=3)C(C3C=CC=CC=3)=C2SC1)=O.COC([C@H]1N2C(=O)C(C#N)=C(C)C(C3C=CC=CC=3)=C2SC1)=O. No catalyst specified. The product is [CH3:1][O:2][C:3]([C@H:5]1[N:9]2[C:10](=[O:33])[C:11]([CH2:31][NH2:32])=[C:12]([CH3:20])[C:13]([C:14]3[CH:19]=[CH:18][CH:17]=[CH:16][CH:15]=3)=[C:8]2[S:7][CH2:6]1)=[O:4]. The yield is 0.670. (6) The reactants are [NH2:1][C:2]1[C:7]([N+:8]([O-:10])=[O:9])=[CH:6][C:5]([Cl:11])=[CH:4][C:3]=1I.[C:13]1([C:19]#[C:20][Si:21]([CH3:24])([CH3:23])[CH3:22])[CH:18]=[CH:17][CH:16]=[CH:15][CH:14]=1.[Cl-].[Li+].C(N(CC)CC)C. The catalyst is CN(C=O)C.C([O-])(=O)C.[Pd+2].C([O-])(=O)C.O. The product is [Cl:11][C:5]1[CH:4]=[C:3]2[C:2](=[C:7]([N+:8]([O-:10])=[O:9])[CH:6]=1)[NH:1][C:20]([Si:21]([CH3:24])([CH3:22])[CH3:23])=[C:19]2[C:13]1[CH:14]=[CH:15][CH:16]=[CH:17][CH:18]=1. The yield is 0.870. (7) The reactants are [Cl:1][C:2]1[CH:7]=[CH:6][CH:5]=[CH:4][C:3]=1[N:8]1[C:16]2[CH2:15][CH2:14][NH:13][CH2:12][C:11]=2[C:10]([CH3:17])=[C:9]1[C:18]1[CH:23]=[CH:22][C:21]([Cl:24])=[CH:20][CH:19]=1.[N:25]([C:28]1[CH:29]=[N:30][CH:31]=[CH:32][CH:33]=1)=[C:26]=[O:27].C(N(CC)CC)C. The yield is 0.0350. The catalyst is CN(C)C1C=CN=CC=1.C(Cl)Cl. The product is [Cl:1][C:2]1[CH:7]=[CH:6][CH:5]=[CH:4][C:3]=1[N:8]1[C:16]2[CH2:15][CH2:14][N:13]([C:26]([NH:25][C:28]3[CH:29]=[N:30][CH:31]=[CH:32][CH:33]=3)=[O:27])[CH2:12][C:11]=2[C:10]([CH3:17])=[C:9]1[C:18]1[CH:19]=[CH:20][C:21]([Cl:24])=[CH:22][CH:23]=1. (8) The reactants are [F:1][C:2]1[CH:3]=[CH:4][C:5]([O:15][C:16]([F:19])([F:18])[F:17])=[C:6]2[C:10]=1[N:9]([CH2:11][CH2:12][O:13][CH3:14])[CH:8]=[CH:7]2.[C:20](O[C:20]([C:22]([F:25])([F:24])[F:23])=[O:21])([C:22]([F:25])([F:24])[F:23])=[O:21]. The catalyst is CN(C=O)C. The product is [F:23][C:22]([F:25])([F:24])[C:20]([C:7]1[C:6]2[C:10](=[C:2]([F:1])[CH:3]=[CH:4][C:5]=2[O:15][C:16]([F:19])([F:17])[F:18])[N:9]([CH2:11][CH2:12][O:13][CH3:14])[CH:8]=1)=[O:21]. The yield is 0.890. (9) The reactants are [CH3:1][O:2][C:3](=[O:33])[C:4]([NH:25][C:26]([O:28][C:29]([CH3:32])([CH3:31])[CH3:30])=[O:27])=[CH:5][C:6]1[CH:11]=[CH:10][C:9]([O:12][CH2:13][C:14]2[CH:19]=[CH:18][CH:17]=[CH:16][CH:15]=2)=[CH:8][C:7]=1[CH2:20][O:21][C:22](=[O:24])[CH3:23].[H][H]. The catalyst is CO. The product is [CH3:1][O:2][C:3](=[O:33])[CH:4]([NH:25][C:26]([O:28][C:29]([CH3:32])([CH3:31])[CH3:30])=[O:27])[CH2:5][C:6]1[CH:11]=[CH:10][C:9]([O:12][CH2:13][C:14]2[CH:19]=[CH:18][CH:17]=[CH:16][CH:15]=2)=[CH:8][C:7]=1[CH2:20][O:21][C:22](=[O:24])[CH3:23]. The yield is 0.900.